From a dataset of Catalyst prediction with 721,799 reactions and 888 catalyst types from USPTO. Predict which catalyst facilitates the given reaction. (1) Reactant: [N+:1]([C:4]1[CH:9]=[CH:8][C:7]([OH:10])=[CH:6][CH:5]=1)([O-:3])=[O:2].Br[CH2:12][CH2:13][O:14][CH3:15].C([O-])([O-])=O.[K+].[K+].O. The catalyst class is: 3. Product: [CH3:15][O:14][CH2:13][CH2:12][O:10][C:7]1[CH:8]=[CH:9][C:4]([N+:1]([O-:3])=[O:2])=[CH:5][CH:6]=1. (2) Reactant: C(O[C@H:5]1[O:22][C@H:21]([CH2:23][O:24][C:25](=[O:27])[CH3:26])[C@@H:16]([O:17][C:18](=[O:20])[CH3:19])[C@H:11]([O:12][C:13](=[O:15])[CH3:14])[C@H:6]1[O:7][C:8](=[O:10])[CH3:9])(=O)C.[BrH:28].C(OCC)(=O)C.CCCCCC. Product: [C:8]([O:7][C@@H:6]1[C@@H:11]([O:12][C:13](=[O:15])[CH3:14])[C@H:16]([O:17][C:18](=[O:20])[CH3:19])[C@@H:21]([CH2:23][O:24][C:25](=[O:27])[CH3:26])[O:22][C@@H:5]1[Br:28])(=[O:10])[CH3:9]. The catalyst class is: 4. (3) Reactant: [CH:1]1[C:21]([Br:22])=[C:20]2[C:4]3[C:5]([C:15](O[C:18]2=[O:19])=[O:16])=[CH:6][C:7]([Br:14])=[C:8]2[C:9]([O:11][C:12](=[O:13])[C:2]=1[C:3]=32)=O.[O:23]1[CH2:28][CH2:27][N:26]([CH2:29][CH2:30][CH2:31][NH2:32])[CH2:25][CH2:24]1. Product: [Br:22][C:21]1[C:20]2[C:18](=[O:19])[N:32]([CH2:31][CH2:30][CH2:29][N:26]3[CH2:27][CH2:28][O:23][CH2:24][CH2:25]3)[C:15](=[O:16])[C:5]3=[CH:6][C:7]([Br:14])=[C:8]4[C:3]([C:4]=23)=[C:2]([C:12](=[O:13])[N:32]([CH2:31][CH2:30][CH2:29][N:26]2[CH2:27][CH2:28][O:23][CH2:24][CH2:25]2)[C:9]4=[O:11])[CH:1]=1. The catalyst class is: 15. (4) Reactant: Br[C:2]1[CH:3]=[N:4][CH:5]=[CH:6][CH:7]=1.C([Li])CCC.[CH2:13]([N:20]1[CH2:25][CH2:24][C:23](=[O:26])[CH2:22][CH2:21]1)[C:14]1[CH:19]=[CH:18][CH:17]=[CH:16][CH:15]=1.O. Product: [CH2:13]([N:20]1[CH2:25][CH2:24][C:23]([OH:26])([C:2]2[CH:3]=[N:4][CH:5]=[CH:6][CH:7]=2)[CH2:22][CH2:21]1)[C:14]1[CH:15]=[CH:16][CH:17]=[CH:18][CH:19]=1. The catalyst class is: 310.